Dataset: Full USPTO retrosynthesis dataset with 1.9M reactions from patents (1976-2016). Task: Predict the reactants needed to synthesize the given product. Given the product [NH2:1][C:2]1[C:3]([C:9]2[CH:18]=[CH:17][C:12]([C:13]([O:15][CH3:16])=[O:14])=[C:11]([F:19])[CH:10]=2)=[N:4][C:5]([C:28]2[CH2:37][CH2:36][C:31]3([O:35][CH2:34][CH2:33][O:32]3)[CH2:30][CH:29]=2)=[CH:6][N:7]=1, predict the reactants needed to synthesize it. The reactants are: [NH2:1][C:2]1[C:3]([C:9]2[CH:18]=[CH:17][C:12]([C:13]([O:15][CH3:16])=[O:14])=[C:11]([F:19])[CH:10]=2)=[N:4][C:5](Br)=[CH:6][N:7]=1.CC1(C)C(C)(C)OB([C:28]2[CH2:37][CH2:36][C:31]3([O:35][CH2:34][CH2:33][O:32]3)[CH2:30][CH:29]=2)O1.C(Cl)Cl.C(=O)([O-])[O-].[Na+].[Na+].